Dataset: TCR-epitope binding with 47,182 pairs between 192 epitopes and 23,139 TCRs. Task: Binary Classification. Given a T-cell receptor sequence (or CDR3 region) and an epitope sequence, predict whether binding occurs between them. (1) The epitope is LLQTGIHVRVSQPSL. The TCR CDR3 sequence is CASSLVSGQGQREQYF. Result: 1 (the TCR binds to the epitope). (2) The TCR CDR3 sequence is CASSLALGQGGMSSYNEQFF. The epitope is GTITVEELK. Result: 0 (the TCR does not bind to the epitope).